Dataset: Forward reaction prediction with 1.9M reactions from USPTO patents (1976-2016). Task: Predict the product of the given reaction. (1) Given the reactants [NH2:1][C:2]([C:4]1[O:8][C:7]([C:9]2[CH:10]=[C:11]3[C:16](=[CH:17][CH:18]=2)[N:15]=[C:14]([CH2:19][CH:20]([CH3:22])[CH3:21])[C:13]([CH2:23][NH:24]C(=O)OC(C)(C)C)=[C:12]3[C:32]2[CH:37]=[CH:36][C:35]([CH3:38])=[CH:34][CH:33]=2)=[CH:6][CH:5]=1)=[O:3].Cl, predict the reaction product. The product is: [NH2:24][CH2:23][C:13]1[C:14]([CH2:19][CH:20]([CH3:22])[CH3:21])=[N:15][C:16]2[C:11]([C:12]=1[C:32]1[CH:33]=[CH:34][C:35]([CH3:38])=[CH:36][CH:37]=1)=[CH:10][C:9]([C:7]1[O:8][C:4]([C:2]([NH2:1])=[O:3])=[CH:5][CH:6]=1)=[CH:18][CH:17]=2. (2) Given the reactants [F:1][C:2]1[CH:7]=[CH:6][C:5]([N:8]2[C:12]3[CH:13]=[C:14]4[C@:19]([C:21]([O:23][CH3:24])=[O:22])([CH2:20][C:11]=3[CH:10]=[N:9]2)[CH2:18][N:17]([S:25]([C:28]2[CH:33]=[C:32]([F:34])[C:31](F)=[C:30]([F:36])[CH:29]=2)(=[O:27])=[O:26])[CH2:16][CH2:15]4)=[CH:4][CH:3]=1.[CH3:37][O-:38].[Na+], predict the reaction product. The product is: [F:34][C:32]1[CH:33]=[C:28]([S:25]([N:17]2[CH2:16][CH2:15][C:14]3[C@:19]([C:21]([O:23][CH3:24])=[O:22])([CH2:20][C:11]4[CH:10]=[N:9][N:8]([C:5]5[CH:4]=[CH:3][C:2]([F:1])=[CH:7][CH:6]=5)[C:12]=4[CH:13]=3)[CH2:18]2)(=[O:27])=[O:26])[CH:29]=[C:30]([F:36])[C:31]=1[O:38][CH3:37]. (3) Given the reactants Br[C:2]1[C:14]2[C:13]3[C:8](=[CH:9][C:10]([C:15]([OH:18])([CH3:17])[CH3:16])=[CH:11][CH:12]=3)[NH:7][C:6]=2[C:5]([C:19]([NH2:21])=[O:20])=[CH:4][CH:3]=1.[F:22][C:23]1[C:32]2[N:27]([C:28](=[O:50])[N:29]([C:34]3[CH:39]=[CH:38][CH:37]=[C:36](B4OC(C)(C)C(C)(C)O4)[C:35]=3[CH3:49])[C:30](=[O:33])[CH:31]=2)[CH:26]=[CH:25][CH:24]=1.C([O-])([O-])=O.[Cs+].[Cs+], predict the reaction product. The product is: [F:22][C:23]1[C:32]2[N:27]([C:28](=[O:50])[N:29]([C:34]3[C:35]([CH3:49])=[C:36]([C:2]4[C:14]5[C:13]6[C:8](=[CH:9][C:10]([C:15]([OH:18])([CH3:17])[CH3:16])=[CH:11][CH:12]=6)[NH:7][C:6]=5[C:5]([C:19]([NH2:21])=[O:20])=[CH:4][CH:3]=4)[CH:37]=[CH:38][CH:39]=3)[C:30](=[O:33])[CH:31]=2)[CH:26]=[CH:25][CH:24]=1.